Dataset: Reaction yield outcomes from USPTO patents with 853,638 reactions. Task: Predict the reaction yield, written as a fraction of the theoretical maximum amount of product (1.0 means a 100% yield; for example, 0.34 means a 34% yield). (1) The reactants are [OH:1][C:2]1[CH:7]=[CH:6][C:5]([NH:8][C:9](=[O:15])[O:10][C:11]([CH3:14])([CH3:13])[CH3:12])=[CH:4][CH:3]=1.Br[CH2:17][C:18]([O:20][CH2:21][CH3:22])=[O:19].C([O-])([O-])=O.[K+].[K+]. The catalyst is CC(C)=O. The product is [C:11]([O:10][C:9]([NH:8][C:5]1[CH:4]=[CH:3][C:2]([O:1][CH2:17][C:18]([O:20][CH2:21][CH3:22])=[O:19])=[CH:7][CH:6]=1)=[O:15])([CH3:12])([CH3:14])[CH3:13]. The yield is 0.990. (2) The reactants are [NH2:1][C:2]1[CH:10]=[CH:9][C:8]([Br:11])=[CH:7][C:3]=1[C:4]([OH:6])=[O:5].[C:12](Cl)(=[O:21])[CH2:13][CH2:14][C:15]1[CH:20]=[CH:19][CH:18]=[CH:17][CH:16]=1. The catalyst is CCOCC. The product is [Br:11][C:8]1[CH:9]=[CH:10][C:2]([NH:1][C:12](=[O:21])[CH2:13][CH2:14][C:15]2[CH:20]=[CH:19][CH:18]=[CH:17][CH:16]=2)=[C:3]([CH:7]=1)[C:4]([OH:6])=[O:5]. The yield is 0.890. (3) The reactants are [CH3:1][NH:2][CH2:3][CH2:4][NH:5][CH3:6].C(N(CC)CC)C.[C:22](O[C:22]([O:24][C:25]([CH3:28])([CH3:27])[CH3:26])=[O:23])([O:24][C:25]([CH3:28])([CH3:27])[CH3:26])=[O:23]. The catalyst is ClCCl. The product is [C:25]([O:24][C:22]([N:2]([CH3:1])[CH2:3][CH2:4][NH:5][CH3:6])=[O:23])([CH3:26])([CH3:27])[CH3:28]. The yield is 0.240. (4) The product is [CH3:1][NH:2][C:3]([C:5]1[N:6]([CH3:32])[C:7]([CH2:20][NH:21][S:22]([C:25]2[C:26]([CH3:31])=[CH:27][CH:28]=[CH:29][CH:30]=2)(=[O:23])=[O:24])=[CH:8][C:9](=[O:19])[C:10]=1[OH:11])=[O:4]. The reactants are [CH3:1][NH:2][C:3]([C:5]1[N:6]([CH3:32])[C:7]([CH2:20][NH:21][S:22]([C:25]2[C:26]([CH3:31])=[CH:27][CH:28]=[CH:29][CH:30]=2)(=[O:24])=[O:23])=[CH:8][C:9](=[O:19])[C:10]=1[O:11]CC1C=CC=CC=1)=[O:4].C1(S(C(N)C2N(C)C(C(O)=O)=C(O)C(=O)C=2)(=O)=O)C=CC=CC=1. The yield is 0.355. No catalyst specified. (5) The yield is 0.150. The product is [CH:4]1([N:9]2[C:18]3[N:17]=[C:16]([NH:19][C:20]4[CH:36]=[CH:35][C:23]([CH2:24][NH:26][CH2:27][C:28]([CH3:34])([CH3:33])[CH2:29][N:30]([CH3:32])[CH3:31])=[CH:22][C:21]=4[O:37][CH3:38])[N:15]=[CH:14][C:13]=3[N:12]([CH3:39])[CH2:11][C@H:10]2[CH2:41][CH3:42])[CH2:5][CH2:6][CH2:7][CH2:8]1. The reactants are S(C)C.[CH:4]1([N:9]2[C:18]3[N:17]=[C:16]([NH:19][C:20]4[CH:36]=[CH:35][C:23]([C:24]([NH:26][CH2:27][C:28]([CH3:34])([CH3:33])[CH2:29][N:30]([CH3:32])[CH3:31])=O)=[CH:22][C:21]=4[O:37][CH3:38])[N:15]=[CH:14][C:13]=3[N:12]([CH3:39])[C:11](=O)[C@H:10]2[CH2:41][CH3:42])[CH2:8][CH2:7][CH2:6][CH2:5]1.Cl.CO. The catalyst is C1COCC1. (6) The reactants are [F:1][C:2]([F:42])([F:41])[C:3]1[N:7]2[N:8]=[C:9]([N:12]3[CH2:17][CH2:16][CH:15]([C:18]4[CH:40]=[CH:39][C:21]([O:22][CH2:23][CH2:24][CH2:25][N:26]5[CH2:31][CH2:30][N:29]([C:32]([O:34][C:35]([CH3:38])([CH3:37])[CH3:36])=[O:33])[CH2:28][CH2:27]5)=[CH:20][CH:19]=4)[CH2:14][CH2:13]3)[CH:10]=[CH:11][C:6]2=[N:5][N:4]=1.C([O-])=O.[NH4+]. The catalyst is [Pd].C(O)C. The product is [F:42][C:2]([F:1])([F:41])[C:3]1[N:7]2[N:8]=[C:9]([N:12]3[CH2:13][CH2:14][CH:15]([C:18]4[CH:19]=[CH:20][C:21]([O:22][CH2:23][CH2:24][CH2:25][N:26]5[CH2:31][CH2:30][N:29]([C:32]([O:34][C:35]([CH3:36])([CH3:37])[CH3:38])=[O:33])[CH2:28][CH2:27]5)=[CH:39][CH:40]=4)[CH2:16][CH2:17]3)[CH2:10][CH2:11][C:6]2=[N:5][N:4]=1. The yield is 0.880.